Dataset: Forward reaction prediction with 1.9M reactions from USPTO patents (1976-2016). Task: Predict the product of the given reaction. (1) Given the reactants [NH3:1].[CH2:2]([O:4][C:5]([C:7]1[C:8]2[S:16][CH:15]=[C:14]([CH2:17][O:18][C:19]3[CH:24]=[CH:23][CH:22]=[C:21]([CH:25]=[CH:26][C:27]4[CH:32]=[CH:31][C:30]([Cl:33])=[CH:29][CH:28]=4)[CH:20]=3)[C:9]=2[C:10](Cl)=[N:11][CH:12]=1)=[O:6])[CH3:3], predict the reaction product. The product is: [CH2:2]([O:4][C:5]([C:7]1[C:8]2[S:16][CH:15]=[C:14]([CH2:17][O:18][C:19]3[CH:24]=[CH:23][CH:22]=[C:21](/[CH:25]=[CH:26]/[C:27]4[CH:28]=[CH:29][C:30]([Cl:33])=[CH:31][CH:32]=4)[CH:20]=3)[C:9]=2[C:10]([NH2:1])=[N:11][CH:12]=1)=[O:6])[CH3:3]. (2) Given the reactants Cl[C:2]1[N:7]=[N:6][CH:5]=[C:4]([N:8]2[CH:12]=[CH:11][C:10]([N:13]3[CH2:18][C@@H:17]([CH3:19])[O:16][C@H:15]([C@@H:20]([OH:28])[C:21]([O:23][C:24]([CH3:27])([CH3:26])[CH3:25])=[O:22])[C:14]3=[O:29])=[N:9]2)[CH:3]=1.[CH3:30][N:31](C=O)C, predict the reaction product. The product is: [C:30]([C:2]1[N:7]=[N:6][CH:5]=[C:4]([N:8]2[CH:12]=[CH:11][C:10]([N:13]3[CH2:18][C@@H:17]([CH3:19])[O:16][C@H:15]([C@@H:20]([OH:28])[C:21]([O:23][C:24]([CH3:27])([CH3:26])[CH3:25])=[O:22])[C:14]3=[O:29])=[N:9]2)[CH:3]=1)#[N:31].